The task is: Predict which catalyst facilitates the given reaction.. This data is from Catalyst prediction with 721,799 reactions and 888 catalyst types from USPTO. (1) Reactant: [Cl:1][C:2]1[CH:3]=[C:4]([C:12]2[O:16][N:15]=[C:14]([CH:17]=[O:18])[CH:13]=2)[CH:5]=[CH:6][C:7]=1[O:8][CH:9]([CH3:11])[CH3:10].[Br-].[C:20]([C:22]1[CH:29]=[CH:28][C:25]([CH2:26][Zn+])=[CH:24][CH:23]=1)#[N:21].CCOC(C)=O.CCCCCCC. Product: [Cl:1][C:2]1[CH:3]=[C:4]([C:12]2[O:16][N:15]=[C:14]([CH:17]([OH:18])[CH2:26][C:25]3[CH:28]=[CH:29][C:22]([C:20]#[N:21])=[CH:23][CH:24]=3)[CH:13]=2)[CH:5]=[CH:6][C:7]=1[O:8][CH:9]([CH3:11])[CH3:10]. The catalyst class is: 1. (2) The catalyst class is: 635. Reactant: [NH2:1][C@@H:2]1[C@@H:6]([OH:7])[CH2:5][N:4]([C:8]2[CH:27]=[CH:26][C:11]([C:12]([NH:14][C:15]3[CH:20]=[CH:19][C:18]([O:21][C:22]([Cl:25])([F:24])[F:23])=[CH:17][CH:16]=3)=[O:13])=[CH:10][C:9]=2Br)[CH2:3]1.[N:29]1[CH:34]=[C:33](B(O)O)[CH:32]=[N:31][CH:30]=1.C([O-])([O-])=O.[Na+].[Na+].COCCOC. Product: [NH2:1][C@@H:2]1[C@@H:6]([OH:7])[CH2:5][N:4]([C:8]2[CH:27]=[CH:26][C:11]([C:12]([NH:14][C:15]3[CH:20]=[CH:19][C:18]([O:21][C:22]([Cl:25])([F:24])[F:23])=[CH:17][CH:16]=3)=[O:13])=[CH:10][C:9]=2[C:33]2[CH:34]=[N:29][CH:30]=[N:31][CH:32]=2)[CH2:3]1. (3) Reactant: [CH3:1][C@H:2]1[CH2:11][CH2:10][C@@H:9]2[C@:4]([CH3:14])([CH2:5][CH2:6][CH2:7][C:8]2([CH3:13])[CH3:12])[C@H:3]1[CH2:15][C:16]([OH:18])=O.CN(C=O)C.C(Cl)(=O)C(Cl)=O.[CH3:30][O:31][C:32]1[CH:33]=[C:34]([CH:36]=[C:37]([O:39][CH3:40])[CH:38]=1)[NH2:35]. Product: [CH3:1][C@H:2]1[CH2:11][CH2:10][C@@H:9]2[C@:4]([CH3:14])([CH2:5][CH2:6][CH2:7][C:8]2([CH3:12])[CH3:13])[C@H:3]1[CH2:15][C:16]([NH:35][C:34]1[CH:36]=[C:37]([O:39][CH3:40])[CH:38]=[C:32]([O:31][CH3:30])[CH:33]=1)=[O:18]. The catalyst class is: 2.